From a dataset of Catalyst prediction with 721,799 reactions and 888 catalyst types from USPTO. Predict which catalyst facilitates the given reaction. Reactant: [C:1]([CH2:3][NH:4][C:5]([C@@H:7]1[CH2:12][CH2:11][CH2:10][CH2:9][C@@H:8]1[NH:13][C:14]([C:16]1[N:17]([CH2:26][CH2:27][CH2:28]O)[C:18]2[C:23]([CH:24]=1)=[CH:22][CH:21]=[C:20]([Cl:25])[CH:19]=2)=[O:15])=[O:6])#[N:2].C1(P(C2C=CC=CC=2)C2C=CC=CC=2)C=CC=CC=1.BrN1C(=O)CCC1=O.[CH3:57][S:58]([O-:60])=[O:59].[Na+].[I-].[Na+]. Product: [C:1]([CH2:3][NH:4][C:5]([C@@H:7]1[CH2:12][CH2:11][CH2:10][CH2:9][C@@H:8]1[NH:13][C:14]([C:16]1[N:17]([CH2:26][CH2:27][CH2:28][S:58]([CH3:57])(=[O:60])=[O:59])[C:18]2[C:23]([CH:24]=1)=[CH:22][CH:21]=[C:20]([Cl:25])[CH:19]=2)=[O:15])=[O:6])#[N:2]. The catalyst class is: 3.